This data is from Experimentally validated miRNA-target interactions with 360,000+ pairs, plus equal number of negative samples. The task is: Binary Classification. Given a miRNA mature sequence and a target amino acid sequence, predict their likelihood of interaction. (1) The miRNA is hsa-miR-1468-3p with sequence AGCAAAAUAAGCAAAUGGAAAA. The protein sequence of the target gene is MVAKPPVMSFHFAQDLWPEQNIKDSFQKVTLRRYGKCEYENLQLRKGCKHVDECTGHKGGHNTVNQCLTATPSKIFQCNKYVKVFDKFSNSNRYKRRHTGNKHFKCKECSKSFCVLSQLTQHRRIHTRVNSYKCEECGKAFNWFSTLTKHKRIHTGEKPYKCEECGKAFNQSSQLTRHKIIHTEEKPNKCEECGKAFKQASHLTIHKIIHTGEKPYKYEECGKVFSQSSHLTTQKILHTGENLYKCKECGKAFNLFSNLTNHKRIHAGEKPYKCKECGRAFNISSNLNKQEKIHTGGKLN.... Result: 1 (interaction). (2) The miRNA is hsa-miR-4298 with sequence CUGGGACAGGAGGAGGAGGCAG. The protein sequence of the target gene is MQSWSRVYCSLAKRGHFNRISHGLQGLSAVPLRTYADQPIDADVTVIGSGPGGYVAAIKAAQLGFKTVCIEKNETLGGTCLNVGCIPSKALLNNSHYYHMAHGKDFASRGIEMSEVRLNLDKMMEQKSTAVKALTGGIAHLFKQNKVVHVNGYGKITGKNQVTATKADGGTQVIDTKNILIATGSEVTPFPGITIDEDTIVSSTGALSLKKVPEKMVVIGAGVIGVELGSVWQRLGADVTAVEFLGHVGGVGIDMEISKNFQRILQKQGFKFKLNTKVTGATKKSDGKIDVSIEAASGGK.... Result: 0 (no interaction). (3) The miRNA is hsa-miR-548ad-3p with sequence GAAAACGACAAUGACUUUUGCA. The protein sequence of the target gene is MVTMEELREMDCSVLKRLMNRDENGGGGSAGGNGSGSHGALGLLSGGKCLLLDCRPFLAHSAGYIRGSVNVRCNTIVRRRAKGSVSLEQILPAEEEVRARLRSGLYSAVIVYDERSPRAESLREDSTVSLVVQALRRNAERTDICLLKGGYERFSSEYPEFCSKTKALAAIPPPVPPSTNESLDLGCSSCGTPLHDQGGPVEILPFLYLGSAYHAARRDMLDALGITALLNVSSDCPNHFEGHYQYKCIPVEDNHKADISSWFMEAIEYIDAVKDCRGRVLVHCQAGISRSATICLAYLM.... Result: 0 (no interaction).